The task is: Predict the product of the given reaction.. This data is from Forward reaction prediction with 1.9M reactions from USPTO patents (1976-2016). Given the reactants [CH3:1][C:2]1[CH:7]=[CH:6][C:5]([S:8]([O:11][CH2:12][C@H:13]2[C@H:17]([O:18][CH2:19][C:20]3[CH:25]=[CH:24][CH:23]=[CH:22][CH:21]=3)[C@@H:16]([NH:26]C(OC(C)(C)C)=O)[CH2:15][O:14]2)(=[O:10])=[O:9])=[CH:4][CH:3]=1.[F:34][C:35]([F:40])([F:39])[C:36]([OH:38])=[O:37], predict the reaction product. The product is: [CH3:1][C:2]1[CH:7]=[CH:6][C:5]([S:8]([O:11][CH2:12][C@H:13]2[C@H:17]([O:18][CH2:19][C:20]3[CH:21]=[CH:22][CH:23]=[CH:24][CH:25]=3)[C@@H:16]([NH2:26])[CH2:15][O:14]2)(=[O:9])=[O:10])=[CH:4][CH:3]=1.[F:34][C:35]([F:40])([F:39])[C:36]([O-:38])=[O:37].